The task is: Predict which catalyst facilitates the given reaction.. This data is from Catalyst prediction with 721,799 reactions and 888 catalyst types from USPTO. (1) Reactant: [S:1]1[CH:5]=[CH:4][N:3]=[CH:2]1.[Li]CCCC.[CH3:11][O:12][C:13]1[CH:18]=[CH:17][C:16]([C:19]([C:21]2[CH:22]=[C:23]3[C:28](=[CH:29][CH:30]=2)[N:27]=[CH:26][CH:25]=[C:24]3/[CH:31]=[CH:32]/[C:33]2[CH:38]=[CH:37][CH:36]=[CH:35][CH:34]=2)=[O:20])=[CH:15][CH:14]=1. Product: [CH3:11][O:12][C:13]1[CH:14]=[CH:15][C:16]([C:19]([C:21]2[CH:22]=[C:23]3[C:28](=[CH:29][CH:30]=2)[N:27]=[CH:26][CH:25]=[C:24]3/[CH:31]=[CH:32]/[C:33]2[CH:38]=[CH:37][CH:36]=[CH:35][CH:34]=2)([C:2]2[S:1][CH:5]=[CH:4][N:3]=2)[OH:20])=[CH:17][CH:18]=1. The catalyst class is: 1. (2) Reactant: [Cl:1][C:2]1[C:3]([CH2:8][OH:9])=[N:4][S:5][C:6]=1[Cl:7].[Cr](Cl)([O-])(=O)=O.[NH+]1C=CC=CC=1. Product: [Cl:1][C:2]1[C:3]([CH:8]=[O:9])=[N:4][S:5][C:6]=1[Cl:7]. The catalyst class is: 4. (3) Reactant: Cl[C:2]1[N:3]=[C:4]([NH:11][C:12]2[CH:17]=[CH:16][C:15]([O:18][CH3:19])=[C:14]([O:20][CH3:21])[CH:13]=2)[C:5]2[N:10]=[CH:9][S:8][C:6]=2[N:7]=1.[F:22]/[C:23](/[C:35]1[CH:40]=[CH:39][CH:38]=[C:37](B2OC(C)(C)C(C)(C)O2)[CH:36]=1)=[CH:24]\[C:25]1[CH:34]=[CH:33][C:28]([C:29]([O:31][CH3:32])=[O:30])=[CH:27][CH:26]=1.C([O-])([O-])=O.[Na+].[Na+].O. Product: [CH3:21][O:20][C:14]1[CH:13]=[C:12]([NH:11][C:4]2[C:5]3[N:10]=[CH:9][S:8][C:6]=3[N:7]=[C:2]([C:39]3[CH:40]=[C:35](/[C:23](/[F:22])=[CH:24]/[C:25]4[CH:26]=[CH:27][C:28]([C:29]([O:31][CH3:32])=[O:30])=[CH:33][CH:34]=4)[CH:36]=[CH:37][CH:38]=3)[N:3]=2)[CH:17]=[CH:16][C:15]=1[O:18][CH3:19]. The catalyst class is: 77. (4) Reactant: [CH3:1][N:2]([CH3:15])[CH2:3][CH2:4][CH:5]1[CH2:13][C:12]2[C:7](=[CH:8][CH:9]=[CH:10][CH:11]=2)[CH:6]1[OH:14].C(O[K])(C)(C)C.C(C1C=CC=CC=1)(=O)C1C=CC=CC=1. Product: [CH3:15][N:2]([CH3:1])[CH2:3][CH2:4][CH:5]1[CH2:13][C:12]2[C:7](=[CH:8][CH:9]=[CH:10][CH:11]=2)[C:6]1=[O:14]. The catalyst class is: 48. (5) Reactant: [Cl:1][C:2]1[CH:7]=[CH:6][CH:5]=[CH:4][C:3]=1[C:8]1[N:9]([C:24]2[CH:29]=[CH:28][C:27]([Cl:30])=[CH:26][CH:25]=2)[C:10]2[C:15]([N:16]=1)=[C:14]([NH:17][C@@H:18]1[CH2:23][CH2:22][CH2:21][NH:20][CH2:19]1)[N:13]=[CH:12][N:11]=2.C(N(CC)CC)C.[CH2:38]([N:40]=[C:41]=[O:42])[CH3:39]. Product: [Cl:1][C:2]1[CH:7]=[CH:6][CH:5]=[CH:4][C:3]=1[C:8]1[N:9]([C:24]2[CH:25]=[CH:26][C:27]([Cl:30])=[CH:28][CH:29]=2)[C:10]2[C:15]([N:16]=1)=[C:14]([NH:17][C@@H:18]1[CH2:23][CH2:22][CH2:21][N:20]([C:41]([NH:40][CH2:38][CH3:39])=[O:42])[CH2:19]1)[N:13]=[CH:12][N:11]=2. The catalyst class is: 1. (6) Product: [C:1]([O:5][C:6](=[O:16])[CH:7]([NH:8][C:9]([O:11][C:12]([CH3:15])([CH3:14])[CH3:13])=[O:10])[CH2:28][C:29]1[CH:38]=[CH:37][C:32]([C:33]([O:35][CH3:36])=[O:34])=[CH:31][CH:30]=1)([CH3:3])([CH3:4])[CH3:2]. The catalyst class is: 56. Reactant: [C:1]([O:5][C:6](=[O:16])[CH2:7][NH:8][C:9]([O:11][C:12]([CH3:15])([CH3:14])[CH3:13])=[O:10])([CH3:4])([CH3:3])[CH3:2].[Li+].C[Si]([N-][Si](C)(C)C)(C)C.Br[CH2:28][C:29]1[CH:38]=[CH:37][C:32]([C:33]([O:35][CH3:36])=[O:34])=[CH:31][CH:30]=1.